This data is from Forward reaction prediction with 1.9M reactions from USPTO patents (1976-2016). The task is: Predict the product of the given reaction. (1) Given the reactants [Cl:1][C:2]1[CH:3]=[C:4]([CH:20]=[CH:21][C:22]=1[Cl:23])[CH2:5][C:6]1[N:10]([CH2:11][C:12]([O:14]C)=[O:13])[C:9]2[CH:16]=[CH:17][CH:18]=[CH:19][C:8]=2[N:7]=1.[OH-].[Na+], predict the reaction product. The product is: [Cl:1][C:2]1[CH:3]=[C:4]([CH:20]=[CH:21][C:22]=1[Cl:23])[CH2:5][C:6]1[N:10]([CH2:11][C:12]([OH:14])=[O:13])[C:9]2[CH:16]=[CH:17][CH:18]=[CH:19][C:8]=2[N:7]=1. (2) Given the reactants [CH2:1]([O:3][C:4](=[O:13])[C:5]1[CH:10]=[CH:9][C:8]([OH:11])=[C:7]([OH:12])[CH:6]=1)[CH3:2].[CH2:14](Br)[C:15]1[CH:20]=[CH:19][CH:18]=[CH:17][CH:16]=1.C(=O)([O-])[O-].[K+].[K+].[K+].[Br-], predict the reaction product. The product is: [CH2:1]([O:3][C:4](=[O:13])[C:5]1[CH:10]=[CH:9][C:8]([O:11][CH2:14][C:15]2[CH:20]=[CH:19][CH:18]=[CH:17][CH:16]=2)=[C:7]([O:12][CH2:4][C:5]2[CH:10]=[CH:9][CH:8]=[CH:7][CH:6]=2)[CH:6]=1)[CH3:2]. (3) Given the reactants [H-].[Na+].[CH3:3][O:4][C:5]1[N:10]=[CH:9][C:8]([CH2:11][CH2:12][C:13]([O:15][CH3:16])=[O:14])=[CH:7][N:6]=1.[CH:17](OC)=[O:18], predict the reaction product. The product is: [CH3:16][O:15][C:13](=[O:14])[C:12]([CH2:11][C:8]1[CH:9]=[N:10][C:5]([O:4][CH3:3])=[N:6][CH:7]=1)=[CH:17][OH:18].